From a dataset of NCI-60 drug combinations with 297,098 pairs across 59 cell lines. Regression. Given two drug SMILES strings and cell line genomic features, predict the synergy score measuring deviation from expected non-interaction effect. Drug 1: CC1C(C(=O)NC(C(=O)N2CCCC2C(=O)N(CC(=O)N(C(C(=O)O1)C(C)C)C)C)C(C)C)NC(=O)C3=C4C(=C(C=C3)C)OC5=C(C(=O)C(=C(C5=N4)C(=O)NC6C(OC(=O)C(N(C(=O)CN(C(=O)C7CCCN7C(=O)C(NC6=O)C(C)C)C)C)C(C)C)C)N)C. Drug 2: CN1C(=O)N2C=NC(=C2N=N1)C(=O)N. Cell line: RXF 393. Synergy scores: CSS=-1.12, Synergy_ZIP=5.36, Synergy_Bliss=-0.149, Synergy_Loewe=-4.56, Synergy_HSA=-2.41.